This data is from Peptide-MHC class I binding affinity with 185,985 pairs from IEDB/IMGT. The task is: Regression. Given a peptide amino acid sequence and an MHC pseudo amino acid sequence, predict their binding affinity value. This is MHC class I binding data. (1) The MHC is HLA-A32:01 with pseudo-sequence HLA-A32:01. The peptide sequence is KTKDYVNGL. The binding affinity (normalized) is 0.419. (2) The peptide sequence is ETESATLFT. The MHC is HLA-A24:03 with pseudo-sequence HLA-A24:03. The binding affinity (normalized) is 0.0847. (3) The peptide sequence is RISGVDRYY. The MHC is HLA-B27:05 with pseudo-sequence HLA-B27:05. The binding affinity (normalized) is 0.182. (4) The peptide sequence is LLLGLMILLT. The MHC is HLA-A02:01 with pseudo-sequence HLA-A02:01. The binding affinity (normalized) is 0.314. (5) The peptide sequence is YRSGIIAVV. The MHC is HLA-A02:06 with pseudo-sequence HLA-A02:06. The binding affinity (normalized) is 0. (6) The peptide sequence is SFLKDVMVEI. The MHC is H-2-Kd with pseudo-sequence H-2-Kd. The binding affinity (normalized) is 0.111. (7) The peptide sequence is MTFPLHFRS. The MHC is HLA-A01:01 with pseudo-sequence HLA-A01:01. The binding affinity (normalized) is 0.213. (8) The peptide sequence is LADKRPTAW. The MHC is HLA-B15:17 with pseudo-sequence HLA-B15:17. The binding affinity (normalized) is 0.240. (9) The peptide sequence is RFLGEDGCWY. The MHC is HLA-A30:02 with pseudo-sequence HLA-A30:02. The binding affinity (normalized) is 0.697. (10) The peptide sequence is HPEIVIYQY. The MHC is HLA-C06:02 with pseudo-sequence YDSGYREKYRQADVNKLYLWYDSYTWAEWAYTWY. The binding affinity (normalized) is 0.